This data is from Full USPTO retrosynthesis dataset with 1.9M reactions from patents (1976-2016). The task is: Predict the reactants needed to synthesize the given product. Given the product [Cl:12][C:13]1[CH:18]=[CH:17][C:16]([C:19](=[O:29])[NH:20][CH2:21][C:22]2[CH:27]=[CH:26][CH:25]=[C:24]([Cl:28])[CH:23]=2)=[CH:15][C:14]=1[NH:30][C:31]([C:33]1[C:46](=[O:47])[NH:45][C:36]2[N:37]=[C:38]([O:9][CH2:8][CH2:7][N:1]3[CH2:6][CH2:5][O:4][CH2:3][CH2:2]3)[N:39]=[CH:40][C:35]=2[CH:34]=1)=[O:32], predict the reactants needed to synthesize it. The reactants are: [N:1]1([CH2:7][CH2:8][OH:9])[CH2:6][CH2:5][O:4][CH2:3][CH2:2]1.[H-].[Na+].[Cl:12][C:13]1[CH:18]=[CH:17][C:16]([C:19](=[O:29])[NH:20][CH2:21][C:22]2[CH:27]=[CH:26][CH:25]=[C:24]([Cl:28])[CH:23]=2)=[CH:15][C:14]=1[NH:30][C:31]([C:33]1[C:46](=[O:47])[NH:45][C:36]2[N:37]=[C:38](S(C)(=O)=O)[N:39]=[CH:40][C:35]=2[CH:34]=1)=[O:32].